From a dataset of Reaction yield outcomes from USPTO patents with 853,638 reactions. Predict the reaction yield, written as a fraction of the theoretical maximum amount of product (1.0 means a 100% yield; for example, 0.34 means a 34% yield). (1) The reactants are [O:1]=[C:2]1[CH2:6][CH2:5][S:4][C:3]1=[CH:7][C:8]1[CH:13]=[CH:12][C:11]([CH:14]([CH3:18])[C:15]([OH:17])=[O:16])=[CH:10][CH:9]=1.[Mg]. The catalyst is CO.O1CCCC1.O.C(O)(=O)C. The product is [O:1]=[C:2]1[CH2:6][CH2:5][S:4][CH:3]1[CH2:7][C:8]1[CH:13]=[CH:12][C:11]([CH:14]([CH3:18])[C:15]([OH:17])=[O:16])=[CH:10][CH:9]=1. The yield is 0.260. (2) The reactants are [F:1][C:2]1[CH:7]=[CH:6][CH:5]=[CH:4][C:3]=1[CH2:8][C:9]([O:11][C@H:12]([C:14]1[CH:19]=[CH:18][CH:17]=[CH:16][CH:15]=1)[CH3:13])=[O:10].[CH2:20]1[CH2:30][CH2:29][N:28]2C(=NC[CH2:26][CH2:27]2)CC1.C(Br)(Br)(Br)Br.N1CCCCC1. The catalyst is C1COCC1.C(OCC)C.C1(C)C=CC=CC=1. The product is [F:1][C:2]1[CH:7]=[CH:6][CH:5]=[CH:4][C:3]=1[C@@H:8]([N:28]1[CH2:27][CH2:26][CH2:20][CH2:30][CH2:29]1)[C:9]([O:11][C@H:12]([C:14]1[CH:15]=[CH:16][CH:17]=[CH:18][CH:19]=1)[CH3:13])=[O:10]. The yield is 0.110. (3) The reactants are CC1(C)C(C)(C)OB([C:9]2[CH:14]=[CH:13][C:12]([C:15]34[CH2:22][CH2:21][C:18]([CH2:23][C:24]([O:26][CH3:27])=[O:25])([CH2:19][CH2:20]3)[CH2:17][O:16]4)=[CH:11][CH:10]=2)O1.Br[C:30]1[CH:35]=[CH:34][C:33]([NH:36][C:37]([C:39]2[O:43][C:42]([CH2:44][CH3:45])=[N:41][C:40]=2[CH3:46])=[O:38])=[CH:32][CH:31]=1.P([O-])([O-])([O-])=O.[K+].[K+].[K+].C(COC)OC. The catalyst is O.C(O)C. The product is [CH2:44]([C:42]1[O:43][C:39]([C:37]([NH:36][C:33]2[CH:34]=[CH:35][C:30]([C:9]3[CH:10]=[CH:11][C:12]([C:15]45[CH2:22][CH2:21][C:18]([CH2:23][C:24]([O:26][CH3:27])=[O:25])([CH2:19][CH2:20]4)[CH2:17][O:16]5)=[CH:13][CH:14]=3)=[CH:31][CH:32]=2)=[O:38])=[C:40]([CH3:46])[N:41]=1)[CH3:45]. The yield is 0.560. (4) The reactants are [C:1]1([CH2:7][C:8]([OH:10])=O)[CH:6]=[CH:5][CH:4]=[CH:3][CH:2]=1.IC1C=CC(OC)=CC=1B(O)O.[CH2:23]([NH2:30])[C:24]1[CH:29]=[CH:28][CH:27]=[CH:26][CH:25]=1. The catalyst is ClCCl. The product is [CH2:23]([NH:30][C:8](=[O:10])[CH2:7][C:1]1[CH:2]=[CH:3][CH:4]=[CH:5][CH:6]=1)[C:24]1[CH:29]=[CH:28][CH:27]=[CH:26][CH:25]=1. The yield is 0.800. (5) The reactants are [F:1][C:2]([F:27])([F:26])[O:3][C:4]1[CH:9]=[CH:8][C:7]([N:10]2[C:14]3[CH:15]=[CH:16][C:17]4[CH:22]=[C:21]([C:23](=O)[CH3:24])[CH:20]=[CH:19][C:18]=4[C:13]=3[N:12]=[CH:11]2)=[CH:6][CH:5]=1.[NH2:28][NH:29][C:30]([NH:32][C:33]1[C:38]([CH3:39])=[CH:37][CH:36]=[CH:35][C:34]=1[CH2:40][CH3:41])=[S:31].C(O)(=O)C. The catalyst is C(O)CC. The product is [CH2:40]([C:34]1[CH:35]=[CH:36][CH:37]=[C:38]([CH3:39])[C:33]=1[NH:32][C:30]([NH:29]/[N:28]=[C:23](/[C:21]1[CH:20]=[CH:19][C:18]2[C:13]3[N:12]=[CH:11][N:10]([C:7]4[CH:6]=[CH:5][C:4]([O:3][C:2]([F:1])([F:26])[F:27])=[CH:9][CH:8]=4)[C:14]=3[CH:15]=[CH:16][C:17]=2[CH:22]=1)\[CH3:24])=[S:31])[CH3:41]. The yield is 0.150. (6) The product is [CH3:12][O:1][C:2]1[C:3]([C:8]([O:10][CH3:11])=[O:9])=[N:4][CH:5]=[CH:6][CH:7]=1. The reactants are [OH:1][C:2]1[C:3]([C:8]([O:10][CH3:11])=[O:9])=[N:4][CH:5]=[CH:6][CH:7]=1.[C:12](=O)([O-])[O-].[K+].[K+].IC.CN(C=O)C. The catalyst is O. The yield is 0.450.